This data is from Full USPTO retrosynthesis dataset with 1.9M reactions from patents (1976-2016). The task is: Predict the reactants needed to synthesize the given product. (1) Given the product [CH2:1]([C:3]1[CH:8]=[CH:7][C:6]([C@H:9]2[CH2:14][C@@H:13]([C:15]([F:18])([F:16])[F:17])[N:12]3[N:19]=[CH:20][C:21]([C:22]([NH:65][CH2:64][C:63]4[CH:66]=[CH:67][C:60]([F:59])=[CH:61][CH:62]=4)=[O:23])=[C:11]3[NH:10]2)=[CH:5][CH:4]=1)[CH3:2], predict the reactants needed to synthesize it. The reactants are: [CH2:1]([C:3]1[CH:8]=[CH:7][C:6]([C@H:9]2[CH2:14][C@@H:13]([C:15]([F:18])([F:17])[F:16])[N:12]3[N:19]=[CH:20][C:21]([C:22](O)=[O:23])=[C:11]3[NH:10]2)=[CH:5][CH:4]=1)[CH3:2].CN(C(ON1N=NC2C=CC=NC1=2)=[N+](C)C)C.F[P-](F)(F)(F)(F)F.C(N(CC)C(C)C)(C)C.Cl.[F:59][C:60]1[CH:67]=[CH:66][C:63]([CH2:64][NH2:65])=[CH:62][CH:61]=1. (2) The reactants are: [Br:1][C:2]1[CH:12]=[CH:11][C:5]2[NH:6][S:7](=[O:10])(=[O:9])[CH2:8][C:4]=2[CH:3]=1.C(=O)([O-])[O-].[K+].[K+].[CH:19]1[CH:24]=[CH:23][C:22]([CH2:25]Br)=[CH:21][CH:20]=1. Given the product [CH2:25]([N:6]1[C:5]2[CH:11]=[CH:12][C:2]([Br:1])=[CH:3][C:4]=2[CH2:8][S:7]1(=[O:10])=[O:9])[C:22]1[CH:23]=[CH:24][CH:19]=[CH:20][CH:21]=1, predict the reactants needed to synthesize it. (3) The reactants are: [Br:1][C:2]1[C:8]([CH3:9])=[CH:7][C:5]([NH2:6])=[C:4]([CH3:10])[C:3]=1[Cl:11].C1(N[C:23](=[O:25])[CH3:24])C2CCCCC=2C=CC=1. Given the product [Br:1][C:2]1[C:8]([CH3:9])=[CH:7][C:5]([NH:6][C:23](=[O:25])[CH3:24])=[C:4]([CH3:10])[C:3]=1[Cl:11], predict the reactants needed to synthesize it. (4) Given the product [F:1][C:2]1[CH:3]=[CH:4][C:5]([N:8]2[CH2:13][CH2:12][N:11]([S:14]([CH:17]=[CH:18][CH2:19][NH:20][C:29]([NH:28][C:25]3[CH:26]=[CH:27][C:22]([F:21])=[CH:23][CH:24]=3)=[O:30])(=[O:16])=[O:15])[CH2:10][CH2:9]2)=[CH:6][CH:7]=1, predict the reactants needed to synthesize it. The reactants are: [F:1][C:2]1[CH:7]=[CH:6][C:5]([N:8]2[CH2:13][CH2:12][N:11]([S:14]([CH:17]=[CH:18][CH2:19][NH2:20])(=[O:16])=[O:15])[CH2:10][CH2:9]2)=[CH:4][CH:3]=1.[F:21][C:22]1[CH:27]=[CH:26][C:25]([N:28]=[C:29]=[O:30])=[CH:24][CH:23]=1. (5) Given the product [O:12]1[CH2:16][CH2:15][CH:14]([CH2:17][NH:18][C:19]([C:21]2[C:25]([I:36])=[C:24]([CH2:26][O:27][CH2:28][C:29]3[CH:34]=[CH:33][CH:32]=[CH:31][C:30]=3[F:35])[O:23][N:22]=2)=[O:20])[CH2:13]1, predict the reactants needed to synthesize it. The reactants are: CCCCCC.C([Li])CCC.[O:12]1[CH2:16][CH2:15][CH:14]([CH2:17][NH:18][C:19]([C:21]2[CH:25]=[C:24]([CH2:26][O:27][CH2:28][C:29]3[CH:34]=[CH:33][CH:32]=[CH:31][C:30]=3[F:35])[O:23][N:22]=2)=[O:20])[CH2:13]1.[I:36]I.Cl. (6) Given the product [CH3:1][C:2]1[N:3]=[C:4]2[N:5]3[C:6]([CH2:10][N:11]([CH2:12][CH2:13][CH2:14][CH2:15][NH:16][S:17]([C:20]([F:21])([F:22])[F:23])(=[O:19])=[O:18])[CH2:25][C:24]=13)=[CH:7][CH:8]=[CH:9]2, predict the reactants needed to synthesize it. The reactants are: [CH3:1][C:2]1[N:3]=[C:4]2[CH:9]=[CH:8][CH:7]=[C:6]([CH2:10][NH:11][CH2:12][CH2:13][CH2:14][CH2:15][NH:16][S:17]([C:20]([F:23])([F:22])[F:21])(=[O:19])=[O:18])[N:5]2[CH:24]=1.[CH2:25]=O. (7) Given the product [NH2:33][C:2]1[N:7]=[C:6]([C:8]2[S:12][C:11]([N:13]3[CH2:18][CH2:17][O:16][CH2:15][CH2:14]3)=[N:10][C:9]=2[C:19]2[C:20]([F:32])=[C:21]([NH:25][S:26]([CH:29]3[CH2:31][CH2:30]3)(=[O:28])=[O:27])[CH:22]=[CH:23][CH:24]=2)[CH:5]=[CH:4][N:3]=1, predict the reactants needed to synthesize it. The reactants are: Cl[C:2]1[N:7]=[C:6]([C:8]2[S:12][C:11]([N:13]3[CH2:18][CH2:17][O:16][CH2:15][CH2:14]3)=[N:10][C:9]=2[C:19]2[C:20]([F:32])=[C:21]([NH:25][S:26]([CH:29]3[CH2:31][CH2:30]3)(=[O:28])=[O:27])[CH:22]=[CH:23][CH:24]=2)[CH:5]=[CH:4][N:3]=1.[NH3:33].CO. (8) The reactants are: [N:1]([CH:4]1[CH:10]([F:11])[CH2:9][CH2:8][N:7]([C:12]2[N:16]([CH3:17])[N:15]=[CH:14][C:13]=2[N+:18]([O-:20])=[O:19])[CH2:6][CH2:5]1)=[N+]=[N-].C1(P(C2C=CC=CC=2)C2C=CC=CC=2)C=CC=CC=1. Given the product [F:11][CH:10]1[CH2:9][CH2:8][N:7]([C:12]2[N:16]([CH3:17])[N:15]=[CH:14][C:13]=2[N+:18]([O-:20])=[O:19])[CH2:6][CH2:5][CH:4]1[NH2:1], predict the reactants needed to synthesize it.